The task is: Predict which catalyst facilitates the given reaction.. This data is from Catalyst prediction with 721,799 reactions and 888 catalyst types from USPTO. (1) Reactant: [C:1]([O:5][C:6]([NH:8][C:9]1[O:17][C:16]2[C:11](=[N:12][CH:13]=[C:14]([CH2:18][CH2:19][CH2:20]O)[CH:15]=2)[C:10]=1[C:22]([O:24][CH2:25][CH3:26])=[O:23])=[O:7])([CH3:4])([CH3:3])[CH3:2].C(N(S(F)(F)[F:33])CC)C. Product: [C:1]([O:5][C:6]([NH:8][C:9]1[O:17][C:16]2[C:11](=[N:12][CH:13]=[C:14]([CH2:18][CH2:19][CH2:20][F:33])[CH:15]=2)[C:10]=1[C:22]([O:24][CH2:25][CH3:26])=[O:23])=[O:7])([CH3:4])([CH3:3])[CH3:2]. The catalyst class is: 326. (2) Reactant: [Cl:1][C:2]1[N:7]=[C:6](Cl)[C:5]([O:9][CH3:10])=[CH:4][N:3]=1.[C:11]([NH:14][CH2:15][CH2:16][NH2:17])(=[O:13])[CH3:12].C(N(C(C)C)C(C)C)C. Product: [Cl:1][C:2]1[N:7]=[C:6]([NH:17][CH2:16][CH2:15][NH:14][C:11](=[O:13])[CH3:12])[C:5]([O:9][CH3:10])=[CH:4][N:3]=1. The catalyst class is: 8. (3) Reactant: [CH:1]1([C:4]2[CH:5]=[N:6][C:7]([NH:17][C:18]3[CH:19]=[C:20]4[C:24](=[CH:25][CH:26]=3)[N:23]([CH2:27][CH:28]3[CH2:30][CH2:29]3)[CH:22]=[CH:21]4)=[C:8]([CH:16]=2)[C:9]([O:11]CCCC)=[O:10])[CH2:3][CH2:2]1.[OH-].[Na+].O1CCCC1. Product: [CH:1]1([C:4]2[CH:5]=[N:6][C:7]([NH:17][C:18]3[CH:19]=[C:20]4[C:24](=[CH:25][CH:26]=3)[N:23]([CH2:27][CH:28]3[CH2:30][CH2:29]3)[CH:22]=[CH:21]4)=[C:8]([CH:16]=2)[C:9]([OH:11])=[O:10])[CH2:3][CH2:2]1. The catalyst class is: 5. (4) Reactant: C([O:8][N:9]1[C:15](=[O:16])[N:14]2[CH2:17][C@H:10]1[CH2:11][CH2:12][C@H:13]2[C:18]([NH:20][O:21][CH2:22][CH:23]1[CH2:28][CH2:27][CH2:26][N:25]([C:29]([O:31][C:32]([CH3:35])([CH3:34])[CH3:33])=[O:30])[CH2:24]1)=[O:19])C1C=CC=CC=1. Product: [OH:8][N:9]1[C:15](=[O:16])[N:14]2[CH2:17][C@H:10]1[CH2:11][CH2:12][C@H:13]2[C:18]([NH:20][O:21][CH2:22][CH:23]1[CH2:28][CH2:27][CH2:26][N:25]([C:29]([O:31][C:32]([CH3:35])([CH3:34])[CH3:33])=[O:30])[CH2:24]1)=[O:19]. The catalyst class is: 19. (5) Reactant: [CH:1]1[N:9]=[C:8](Br)[C:7]2[C:3](=[N:4][S:5][N:6]=2)[C:2]=1[Br:11].C([Sn](CCCC)(CCCC)[C:17]1[S:18][CH:19]=[CH:20][CH:21]=1)CCC. Product: [Br:11][C:2]1[C:3]2[C:7](=[N:6][S:5][N:4]=2)[C:8]([C:17]2[S:18][CH:19]=[CH:20][CH:21]=2)=[N:9][CH:1]=1. The catalyst class is: 206. (6) The catalyst class is: 7. Product: [CH3:3][O:16][C:6]1([CH3:5])[CH2:15][CH2:14][C:9]2([O:10][CH2:11][CH2:12][O:13]2)[CH2:8][CH2:7]1. Reactant: [H-].[Na+].[CH3:3]I.[CH3:5][C:6]1([OH:16])[CH2:15][CH2:14][C:9]2([O:13][CH2:12][CH2:11][O:10]2)[CH2:8][CH2:7]1. (7) Reactant: O=[C:2]([CH3:9])[CH2:3][C:4]([O:6]CC)=O.[NH:10]([C:12]1[N:17]=[C:16]([C:18]([F:21])([F:20])[F:19])[CH:15]=[CH:14][N:13]=1)[NH2:11].C([O-])(=O)C.[Na+]. Product: [CH3:9][C:2]1[NH:11][N:10]([C:12]2[N:17]=[C:16]([C:18]([F:20])([F:19])[F:21])[CH:15]=[CH:14][N:13]=2)[C:4](=[O:6])[CH:3]=1. The catalyst class is: 15.